This data is from Full USPTO retrosynthesis dataset with 1.9M reactions from patents (1976-2016). The task is: Predict the reactants needed to synthesize the given product. (1) Given the product [NH2:8][CH2:9][CH2:10][CH2:11][O:12][C:13]1[CH:14]=[C:15]([CH:31]=[CH:32][CH:33]=1)[O:16][C:17]1[CH:18]=[CH:19][C:20]2[CH:24]([CH2:25][C:26]([OH:28])=[O:27])[O:23][B:22]([OH:29])[C:21]=2[CH:30]=1, predict the reactants needed to synthesize it. The reactants are: C(OC([NH:8][CH2:9][CH2:10][CH2:11][O:12][C:13]1[CH:14]=[C:15]([CH:31]=[CH:32][CH:33]=1)[O:16][C:17]1[CH:18]=[CH:19][C:20]2[C@@H:24]([CH2:25][C:26]([OH:28])=[O:27])[O:23][B:22]([OH:29])[C:21]=2[CH:30]=1)=O)(C)(C)C.Cl. (2) Given the product [N:36]1[CH:37]=[CH:38][C:33](/[CH:31]=[CH:32]/[C:2]2[C:10]3[C:5](=[CH:6][C:7]([C@H:11]4[C@@:13]5([C:21]6[C:16](=[CH:17][CH:18]=[CH:19][CH:20]=6)[NH:15][C:14]5=[O:22])[CH2:12]4)=[CH:8][CH:9]=3)[N:4]([CH2:23][O:24][CH2:25][CH2:26][Si:27]([CH3:30])([CH3:29])[CH3:28])[N:3]=2)=[CH:34][CH:35]=1, predict the reactants needed to synthesize it. The reactants are: I[C:2]1[C:10]2[C:5](=[CH:6][C:7]([C@H:11]3[C@@:13]4([C:21]5[C:16](=[CH:17][CH:18]=[CH:19][CH:20]=5)[NH:15][C:14]4=[O:22])[CH2:12]3)=[CH:8][CH:9]=2)[N:4]([CH2:23][O:24][CH2:25][CH2:26][Si:27]([CH3:30])([CH3:29])[CH3:28])[N:3]=1.[CH:31]([C:33]1[CH:38]=[CH:37][N:36]=[CH:35][CH:34]=1)=[CH2:32].C(N(C(C)C)CC)(C)C.CC1C=CC=CC=1P(C1C=CC=CC=1C)C1C=CC=CC=1C. (3) Given the product [O:23]=[C:2]1[CH2:3][N:4]2[C@H:5]3[CH2:17][CH2:16][N:15]([C:18]([O:20][CH2:21][CH3:22])=[O:19])[CH2:14][C@H:6]3[C:7]3[C:12]2=[C:11]([CH:10]=[CH:9][CH:8]=3)[NH:1]1, predict the reactants needed to synthesize it. The reactants are: [NH2:1][C:2](=[O:23])[CH2:3][N:4]1[C:12]2[C:11](Br)=[CH:10][CH:9]=[CH:8][C:7]=2[C@@H:6]2[CH2:14][N:15]([C:18]([O:20][CH2:21][CH3:22])=[O:19])[CH2:16][CH2:17][C@H:5]12.C(=O)([O-])[O-].[K+].[K+].CNCCNC. (4) The reactants are: [CH2:1]([O:5][C:6]1[N:14]=[C:13]2[C:9]([N:10]=[C:11]([O:25]C)[N:12]2[CH2:15][CH2:16][CH2:17][CH2:18][CH:19]2[CH2:24][CH2:23][CH2:22][O:21][CH2:20]2)=[C:8]([NH2:27])[N:7]=1)[CH2:2][CH2:3][CH3:4].Cl.O1CCOCC1. Given the product [NH2:27][C:8]1[N:7]=[C:6]([O:5][CH2:1][CH2:2][CH2:3][CH3:4])[N:14]=[C:13]2[C:9]=1[NH:10][C:11](=[O:25])[N:12]2[CH2:15][CH2:16][CH2:17][CH2:18][CH:19]1[CH2:24][CH2:23][CH2:22][O:21][CH2:20]1, predict the reactants needed to synthesize it. (5) Given the product [F:1][C:2]1[CH:3]=[CH:4][C:5]([O:36][CH3:37])=[C:6]([C:8]2[CH:13]=[CH:12][N:11]=[C:10]3[N:14]([S:27]([C:30]4[CH:35]=[CH:34][CH:33]=[CH:32][CH:31]=4)(=[O:29])=[O:28])[C:15]([C:17]4[CH2:18][CH2:19][N:20]([S:23]([CH2:26][C:38]([O:40][C:41]([CH3:44])([CH3:43])[CH3:42])=[O:39])(=[O:24])=[O:25])[CH2:21][CH:22]=4)=[CH:16][C:9]=23)[CH:7]=1, predict the reactants needed to synthesize it. The reactants are: [F:1][C:2]1[CH:3]=[CH:4][C:5]([O:36][CH3:37])=[C:6]([C:8]2[CH:13]=[CH:12][N:11]=[C:10]3[N:14]([S:27]([C:30]4[CH:35]=[CH:34][CH:33]=[CH:32][CH:31]=4)(=[O:29])=[O:28])[C:15]([C:17]4[CH2:18][CH2:19][N:20]([S:23]([CH3:26])(=[O:25])=[O:24])[CH2:21][CH:22]=4)=[CH:16][C:9]=23)[CH:7]=1.[C:38](O[C:38]([O:40][C:41]([CH3:44])([CH3:43])[CH3:42])=[O:39])([O:40][C:41]([CH3:44])([CH3:43])[CH3:42])=[O:39].C[Si]([N-][Si](C)(C)C)(C)C.[Li+].[Cl-].[NH4+]. (6) Given the product [CH2:12]([NH:11][C:8]1[CH:9]=[CH:10][C:5]2[N:6]([C:2]([C:25]3[CH:26]=[CH:27][C:28]([CH:31]4[CH2:35][CH2:34][CH2:33][N:32]4[C:36]([O:38][C:39]([CH3:42])([CH3:41])[CH3:40])=[O:37])=[CH:29][CH:30]=3)=[CH:3][N:4]=2)[N:7]=1)[CH2:13][CH2:14][CH2:15][CH3:16], predict the reactants needed to synthesize it. The reactants are: Br[C:2]1[N:6]2[N:7]=[C:8]([NH:11][CH2:12][CH2:13][CH2:14][CH2:15][CH3:16])[CH:9]=[CH:10][C:5]2=[N:4][CH:3]=1.CC1(C)C(C)(C)OB([C:25]2[CH:30]=[CH:29][C:28]([CH:31]3[CH2:35][CH2:34][CH2:33][N:32]3[C:36]([O:38][C:39]([CH3:42])([CH3:41])[CH3:40])=[O:37])=[CH:27][CH:26]=2)O1.[O-]P([O-])([O-])=O.[K+].[K+].[K+].COCCOC. (7) Given the product [I:11][C:2]1[CH:7]=[CH:6][N:5]=[C:4]2[NH:8][CH:9]=[CH:10][C:3]=12, predict the reactants needed to synthesize it. The reactants are: Cl[C:2]1[CH:7]=[CH:6][N:5]=[C:4]2[NH:8][CH:9]=[CH:10][C:3]=12.[I-:11].[Na+].C(Cl)(=O)C.